From a dataset of Reaction yield outcomes from USPTO patents with 853,638 reactions. Predict the reaction yield, written as a fraction of the theoretical maximum amount of product (1.0 means a 100% yield; for example, 0.34 means a 34% yield). The reactants are [CH:1]1([N:4]2[CH2:13][C:12]([CH3:15])([CH3:14])[C:11]3[C:6](=[CH:7][CH:8]=[C:9]([CH2:16][OH:17])[CH:10]=3)[CH2:5]2)[CH2:3][CH2:2]1.C[N+]1([O-])CCOCC1.C(OCC)(=O)C. The catalyst is ClCCl.C(#N)C.CCCCCC.[Ru]([O-])(=O)(=O)=O.C([N+](CCC)(CCC)CCC)CC. The product is [CH:1]1([N:4]2[CH2:13][C:12]([CH3:14])([CH3:15])[C:11]3[C:6](=[CH:7][CH:8]=[C:9]([CH:16]=[O:17])[CH:10]=3)[CH2:5]2)[CH2:3][CH2:2]1. The yield is 0.370.